This data is from CYP2D6 inhibition data for predicting drug metabolism from PubChem BioAssay. The task is: Regression/Classification. Given a drug SMILES string, predict its absorption, distribution, metabolism, or excretion properties. Task type varies by dataset: regression for continuous measurements (e.g., permeability, clearance, half-life) or binary classification for categorical outcomes (e.g., BBB penetration, CYP inhibition). Dataset: cyp2d6_veith. (1) The drug is Cc1cc(C)n(-c2nc(-c3ccc(Cl)c(Cl)c3)cs2)n1. The result is 0 (non-inhibitor). (2) The compound is Cc1nc2cnc(N3CCNCC3)nc2n(C)c1=O. The result is 0 (non-inhibitor). (3) The compound is CC1(C)CO[C@H](CC(=O)O)CN1. The result is 1 (inhibitor). (4) The result is 0 (non-inhibitor). The drug is c1csc(CN2CCC3(CCNCC3)CC2)n1. (5) The drug is Cn1c(-c2ccc3c(c2)OCO3)cc(=O)c2ccccc21. The result is 1 (inhibitor). (6) The compound is COCCn1c(=O)c(CCc2ccccc2)nc2cnc(Oc3ccccc3)nc21. The result is 0 (non-inhibitor). (7) The molecule is O=C(NCc1ccco1)c1ccc(N2CCCC2=O)cc1. The result is 0 (non-inhibitor). (8) The compound is Cc1ccc(S(=O)(=O)N/N=C/c2ccc(OC3CSC3)cc2)cc1. The result is 0 (non-inhibitor). (9) The molecule is COc1cc(NS(=O)(=O)c2ccc(N)cc2)ncn1. The result is 0 (non-inhibitor). (10) The compound is O=C(Oc1ccccc1)N1CCC[C@@]2(CCN(C(c3ccccc3)c3ccccc3)C2)C1. The result is 1 (inhibitor).